From a dataset of Forward reaction prediction with 1.9M reactions from USPTO patents (1976-2016). Predict the product of the given reaction. (1) Given the reactants [CH3:1][O:2][C:3]1[CH:4]=[C:5]2[C:10](=[CH:11][C:12]=1[O:13][CH3:14])[N:9]=[CH:8][CH:7]=[C:6]2[O:15][C:16]1[C:22]([CH3:23])=[CH:21][C:19]([NH2:20])=[C:18]([CH3:24])[CH:17]=1.C1(C)C=CC=CC=1.C(N(CC)CC)C.Cl[C:40](Cl)([O:42][C:43](=[O:49])OC(Cl)(Cl)Cl)Cl.[CH3:51][C:52]1[CH:57]=[CH:56][C:55]([CH3:58])=[CH:54][C:53]=1[S:59][CH2:60]CO, predict the reaction product. The product is: [CH3:1][O:2][C:3]1[CH:4]=[C:5]2[C:10](=[CH:11][C:12]=1[O:13][CH3:14])[N:9]=[CH:8][CH:7]=[C:6]2[O:15][C:16]1[C:22]([CH3:23])=[CH:21][C:19]([NH:20][C:43](=[O:49])[O:42][CH2:40][CH2:60][S:59][C:53]2[CH:54]=[C:55]([CH3:58])[CH:56]=[CH:57][C:52]=2[CH3:51])=[C:18]([CH3:24])[CH:17]=1. (2) The product is: [CH2:8]([NH:12][C:13]1[N:21]=[C:20]2[C:16]([N:17]=[C:18]([O:22][CH3:23])[N:19]2[CH2:32][CH:33]2[CH2:38][CH2:37][CH2:36][CH2:35][O:34]2)=[C:15]([NH2:24])[N:14]=1)[CH2:9][CH2:10][CH3:11]. Given the reactants FC(F)(F)C(O)=O.[CH2:8]([NH:12][C:13]1[N:21]=[C:20]2[C:16]([N:17]=[C:18]([O:22][CH3:23])[NH:19]2)=[C:15]([NH2:24])[N:14]=1)[CH2:9][CH2:10][CH3:11].C(=O)([O-])[O-].[K+].[K+].Br[CH2:32][CH:33]1[CH2:38][CH2:37][CH2:36][CH2:35][O:34]1, predict the reaction product. (3) Given the reactants [CH2:1]([O:3][CH:4]([N:6]1[C:10]([C:11]2[CH:16]=[CH:15][C:14]([S:17][CH3:18])=[CH:13][CH:12]=2)=[C:9]([C:19]2[CH:24]=[CH:23][C:22]([F:25])=[CH:21][CH:20]=2)[N:8]=[CH:7]1)[CH3:5])[CH3:2].CN(CCN(C)C)C.C([Li])CCC.CON(C)[C:42](=[O:47])[C:43]([F:46])([F:45])[F:44], predict the reaction product. The product is: [CH2:1]([O:3][CH:4]([N:6]1[C:10]([C:11]2[CH:16]=[CH:15][C:14]([S:17][CH3:18])=[CH:13][CH:12]=2)=[C:9]([C:19]2[CH:20]=[CH:21][C:22]([F:25])=[CH:23][CH:24]=2)[N:8]=[C:7]1[C:42](=[O:47])[C:43]([F:46])([F:45])[F:44])[CH3:5])[CH3:2]. (4) The product is: [Br:1][C:2]1[CH:7]=[C:6]([O:8][CH3:9])[CH:5]=[C:4]([Br:10])[C:3]=1[CH2:11][Br:12]. Given the reactants [Br:1][C:2]1[CH:7]=[C:6]([O:8][CH3:9])[CH:5]=[C:4]([Br:10])[C:3]=1[CH3:11].[Br:12]N1C(=O)CCC1=O.C(OOC(=O)C1C=CC=CC=1)(=O)C1C=CC=CC=1, predict the reaction product. (5) Given the reactants [Br:1][C:2]1[CH:3]=[CH:4][C:5]([N+:21]([O-])=O)=[C:6]([NH:8][CH:9]2[CH2:14][CH2:13][N:12]([CH:15]3[CH2:20][CH2:19][O:18][CH2:17][CH2:16]3)[CH2:11][CH2:10]2)[CH:7]=1.C([O-])=O.[NH4+], predict the reaction product. The product is: [NH2:21][C:5]1[CH:4]=[CH:3][C:2]([Br:1])=[CH:7][C:6]=1[NH:8][CH:9]1[CH2:10][CH2:11][N:12]([CH:15]2[CH2:20][CH2:19][O:18][CH2:17][CH2:16]2)[CH2:13][CH2:14]1.